From a dataset of Catalyst prediction with 721,799 reactions and 888 catalyst types from USPTO. Predict which catalyst facilitates the given reaction. Reactant: [C:1]([C:4]1[CH:5]=[C:6]2[C:11](=[O:12])[N:10]([CH2:13][CH2:14][NH:15][C:16]([O:18][CH2:19][CH2:20][CH2:21][CH2:22][CH2:23][CH2:24][OH:25])=[O:17])[C:8](=[O:9])[C:7]2=[CH:26][CH:27]=1)([OH:3])=[O:2].[CH3:28][O:29][C:30]1[C:31]([O:50][CH3:51])=[C:32]([CH:47]=[CH:48][CH:49]=1)[C:33](Cl)([C:40]1[CH:45]=[CH:44][CH:43]=[CH:42][CH:41]=1)[C:34]1[CH:39]=[CH:38][CH:37]=[CH:36][CH:35]=1.C(O)C. Product: [C:1]([C:4]1[CH:5]=[C:6]2[C:11](=[O:12])[N:10]([CH2:13][CH2:14][NH:15][C:16]([O:18][CH2:19][CH2:20][CH2:21][CH2:22][CH2:23][CH2:24][O:25][C:33]([C:40]3[CH:45]=[CH:44][CH:43]=[CH:42][CH:41]=3)([C:34]3[CH:35]=[CH:36][CH:37]=[CH:38][CH:39]=3)[C:32]3[CH:47]=[CH:48][CH:49]=[C:30]([O:29][CH3:28])[C:31]=3[O:50][CH3:51])=[O:17])[C:8](=[O:9])[C:7]2=[CH:26][CH:27]=1)([OH:3])=[O:2]. The catalyst class is: 17.